This data is from Full USPTO retrosynthesis dataset with 1.9M reactions from patents (1976-2016). The task is: Predict the reactants needed to synthesize the given product. The reactants are: [CH3:1][C:2]1[CH:40]=[C:39]([CH3:41])[CH:38]=[CH:37][C:3]=1[C:4]([O:6][CH2:7][C:8]1[CH:13]=[CH:12][C:11]([CH:14]([CH2:28][NH:29]C(OC(C)(C)C)=O)[C:15]([NH:17][C:18]2[CH:19]=[C:20]3[C:25](=[CH:26][CH:27]=2)[CH:24]=[N:23][CH:22]=[CH:21]3)=[O:16])=[CH:10][CH:9]=1)=[O:5].[ClH:42]. Given the product [ClH:42].[ClH:42].[CH3:1][C:2]1[CH:40]=[C:39]([CH3:41])[CH:38]=[CH:37][C:3]=1[C:4]([O:6][CH2:7][C:8]1[CH:9]=[CH:10][C:11]([CH:14]([CH2:28][NH2:29])[C:15]([NH:17][C:18]2[CH:19]=[C:20]3[C:25](=[CH:26][CH:27]=2)[CH:24]=[N:23][CH:22]=[CH:21]3)=[O:16])=[CH:12][CH:13]=1)=[O:5], predict the reactants needed to synthesize it.